The task is: Predict the reactants needed to synthesize the given product.. This data is from Full USPTO retrosynthesis dataset with 1.9M reactions from patents (1976-2016). (1) Given the product [Br:1][C:2]1[CH:3]=[C:4]([C@H:10]([NH:11][S:12]([C:14]([CH3:17])([CH3:16])[CH3:15])=[O:13])[CH3:18])[CH:5]=[CH:6][C:7]=1[O:8][CH3:9], predict the reactants needed to synthesize it. The reactants are: [Br:1][C:2]1[CH:3]=[C:4](/[CH:10]=[N:11]/[S:12]([C:14]([CH3:17])([CH3:16])[CH3:15])=[O:13])[CH:5]=[CH:6][C:7]=1[O:8][CH3:9].[CH3:18][Mg]Br.C1COCC1.C1(C)C=CC=CC=1. (2) Given the product [CH2:1]([N:8]1[CH2:14][CH2:13][CH2:12][C:11](=[O:20])[C:10]2[CH:21]=[N:22][N:23]([CH2:24][C:25]3[CH:30]=[CH:29][C:28]([O:31][CH3:32])=[CH:27][CH:26]=3)[C:9]1=2)[C:2]1[CH:7]=[CH:6][CH:5]=[CH:4][CH:3]=1, predict the reactants needed to synthesize it. The reactants are: [CH2:1]([N:8]1[CH2:14][CH2:13][CH:12](C(OCC)=O)[C:11](=[O:20])[C:10]2[CH:21]=[N:22][N:23]([CH2:24][C:25]3[CH:30]=[CH:29][C:28]([O:31][CH3:32])=[CH:27][CH:26]=3)[C:9]1=2)[C:2]1[CH:7]=[CH:6][CH:5]=[CH:4][CH:3]=1.[OH-].[K+].O. (3) Given the product [O:1]=[C:2]1[CH:11]=[C:10]([C:12]([OH:14])=[O:13])[C:9]2[C:4](=[CH:5][CH:6]=[CH:7][N:8]=2)[NH:3]1, predict the reactants needed to synthesize it. The reactants are: [O:1]=[C:2]1[CH:11]=[C:10]([C:12]([O:14]CC)=[O:13])[C:9]2[C:4](=[CH:5][CH:6]=[CH:7][N:8]=2)[NH:3]1.[OH-].[Na+]. (4) Given the product [ClH:31].[ClH:31].[CH2:32]([O:22][C:21](=[O:23])[CH2:20][O:19][CH2:18]/[CH:17]=[CH:16]\[CH2:15][N:12]1[CH2:13][CH2:14][N:9]([CH:8]([C:24]2[CH:25]=[CH:26][C:27]([F:30])=[CH:28][CH:29]=2)[C:5]2[CH:6]=[CH:7][C:2]([F:1])=[CH:3][CH:4]=2)[CH2:10][CH2:11]1)[CH3:33], predict the reactants needed to synthesize it. The reactants are: [F:1][C:2]1[CH:7]=[CH:6][C:5]([CH:8]([C:24]2[CH:29]=[CH:28][C:27]([F:30])=[CH:26][CH:25]=2)[N:9]2[CH2:14][CH2:13][N:12]([CH2:15]/[CH:16]=[CH:17]\[CH2:18][O:19][CH2:20][C:21]([OH:23])=[O:22])[CH2:11][CH2:10]2)=[CH:4][CH:3]=1.[ClH:31].[CH2:32](O)[CH3:33].